From a dataset of Forward reaction prediction with 1.9M reactions from USPTO patents (1976-2016). Predict the product of the given reaction. Given the reactants [OH:1][C:2]1[CH:3]=[C:4]([CH:20]=[CH:21][CH:22]=1)[CH:5]=[C:6]1[CH2:11][CH2:10][N:9](C(OC(C)(C)C)=O)[CH2:8][CH:7]1[CH3:19].[F:23][C:24]([F:32])([F:31])[C:25]1[CH:26]=[N:27][CH:28]=[N:29][CH:30]=1.C([O-])([O-])=O.[Cs+].[Cs+].FC(F)(F)C(O)=O.C(=O)(O)[O-].[Na+], predict the reaction product. The product is: [CH3:19][CH:7]1[C:6](=[CH:5][C:4]2[CH:3]=[C:2]([CH:22]=[CH:21][CH:20]=2)[O:1][C:28]2[N:29]=[CH:30][C:25]([C:24]([F:32])([F:31])[F:23])=[CH:26][N:27]=2)[CH2:11][CH2:10][NH:9][CH2:8]1.